Dataset: Catalyst prediction with 721,799 reactions and 888 catalyst types from USPTO. Task: Predict which catalyst facilitates the given reaction. (1) Reactant: [C:1]1([P:7]([C:14]2[CH:19]=[CH:18][CH:17]=[CH:16][CH:15]=2)[C:8]2[CH:13]=[CH:12][CH:11]=[CH:10][CH:9]=2)[CH:6]=[CH:5][CH:4]=[CH:3][CH:2]=1.[F:20][C:21]1[CH:22]=[CH:23][C:24]([O:29][CH2:30][C:31]#[C:32][C:33]2[CH:38]=[CH:37][C:36]([C:39]([F:42])([F:41])[F:40])=[CH:35][CH:34]=2)=[C:25]([CH:28]=1)[CH2:26][Br:27]. Product: [Br-:27].[F:20][C:21]1[CH:22]=[CH:23][C:24]([O:29][CH2:30][C:31]#[C:32][C:33]2[CH:34]=[CH:35][C:36]([C:39]([F:40])([F:41])[F:42])=[CH:37][CH:38]=2)=[C:25]([CH:28]=1)[CH2:26][P+:7]([C:1]1[CH:2]=[CH:3][CH:4]=[CH:5][CH:6]=1)([C:8]1[CH:13]=[CH:12][CH:11]=[CH:10][CH:9]=1)[C:14]1[CH:15]=[CH:16][CH:17]=[CH:18][CH:19]=1. The catalyst class is: 4. (2) Reactant: C(OC([N:8]1[CH2:13][CH2:12][N:11]([CH2:14][C:15]2[C:19]3[CH:20]=[CH:21][C:22]([O:24][C:25]4[S:26][C:27]5[C:28]([N:33]=4)=[N:29][CH:30]=[CH:31][CH:32]=5)=[CH:23][C:18]=3[O:17][CH:16]=2)[CH2:10][CH2:9]1)=O)(C)(C)C.[ClH:34]. Product: [ClH:34].[N:11]1([CH2:14][C:15]2[C:19]3[CH:20]=[CH:21][C:22]([O:24][C:25]4[S:26][C:27]5[C:28]([N:33]=4)=[N:29][CH:30]=[CH:31][CH:32]=5)=[CH:23][C:18]=3[O:17][CH:16]=2)[CH2:12][CH2:13][NH:8][CH2:9][CH2:10]1. The catalyst class is: 2. (3) Reactant: Cl.[CH3:2][O:3][C:4](=[O:10])[C@@H:5]([CH:7]([CH3:9])[CH3:8])[NH2:6].C1C=CC2N(O)N=NC=2C=1.CCN=C=NCCCN(C)C.[C:32]([NH:39][C@H:40]([C:49](O)=[O:50])[CH2:41][CH2:42][C:43]1[CH:48]=[CH:47][CH:46]=[CH:45][CH:44]=1)([O:34][C:35]([CH3:38])([CH3:37])[CH3:36])=[O:33].CN1CCOCC1. Product: [CH3:2][O:3][C:4](=[O:10])[CH:5]([NH:6][C:49](=[O:50])[CH:40]([NH:39][C:32]([O:34][C:35]([CH3:37])([CH3:36])[CH3:38])=[O:33])[CH2:41][CH2:42][C:43]1[CH:48]=[CH:47][CH:46]=[CH:45][CH:44]=1)[CH:7]([CH3:9])[CH3:8]. The catalyst class is: 3. (4) Reactant: C(OC([N:8]1[CH2:13][CH2:12][CH:11]([N:14]2[C:18]3=[N:19][C:20]([NH:23][C:24]4[CH:25]=[N:26][N:27]([CH3:29])[CH:28]=4)=[N:21][CH:22]=[C:17]3[CH:16]=[N:15]2)[CH2:10][CH2:9]1)=O)(C)(C)C.FC(F)(F)C(O)=O. Product: [CH3:29][N:27]1[CH:28]=[C:24]([NH:23][C:20]2[N:19]=[C:18]3[N:14]([CH:11]4[CH2:12][CH2:13][NH:8][CH2:9][CH2:10]4)[N:15]=[CH:16][C:17]3=[CH:22][N:21]=2)[CH:25]=[N:26]1. The catalyst class is: 4. (5) Reactant: [CH2:1]1[C:9]2[C:4](=[CH:5][CH:6]=[CH:7][CH:8]=2)[CH:3]=[CH:2]1.CO[CH2:12][CH2:13]OC.[OH-].[K+].[C:18]1(=O)[CH2:21][CH2:20][CH2:19]1. Product: [CH:1]1([C:18]2([CH:6]3[C:12]4[C:13](=[CH:9][CH:1]=[CH:2][CH:3]=4)[CH:4]=[CH:5]3)[CH2:21][CH2:20][CH2:19]2)[C:9]2[C:4](=[CH:5][CH:6]=[CH:7][CH:8]=2)[CH:3]=[CH:2]1. The catalyst class is: 6.